This data is from Reaction yield outcomes from USPTO patents with 853,638 reactions. The task is: Predict the reaction yield, written as a fraction of the theoretical maximum amount of product (1.0 means a 100% yield; for example, 0.34 means a 34% yield). (1) No catalyst specified. The product is [Cl:1][C:2]1[CH:3]=[C:4]2[C:9](=[CH:10][CH:11]=1)[N:8]=[C:7]([NH:12][C:13]([N:32]1[CH2:31][CH2:30][N:29]([C:26]3[CH:25]=[CH:24][C:23]([C:20](=[O:22])[CH3:21])=[CH:28][CH:27]=3)[CH2:34][CH2:33]1)=[O:17])[C:6]([O:18][CH3:19])=[N:5]2. The yield is 0.810. The reactants are [Cl:1][C:2]1[CH:3]=[C:4]2[C:9](=[CH:10][CH:11]=1)[N:8]=[C:7]([NH:12][C:13](=[O:17])OCC)[C:6]([O:18][CH3:19])=[N:5]2.[C:20]([C:23]1[CH:28]=[CH:27][C:26]([N:29]2[CH2:34][CH2:33][NH:32][CH2:31][CH2:30]2)=[CH:25][CH:24]=1)(=[O:22])[CH3:21]. (2) The reactants are [Br:1][C:2]1[CH:10]=[C:9]2[C:5]([C:6]([CH2:11][CH3:12])=[CH:7][NH:8]2)=[CH:4][CH:3]=1.[H-].[Na+].[CH3:15][O:16][C:17]1[CH:22]=[CH:21][C:20]([S:23](Cl)(=[O:25])=[O:24])=[CH:19][C:18]=1[N:27]1[CH2:32][CH2:31][N:30]([C:33](=[O:38])[C:34]([Cl:37])([Cl:36])[Cl:35])[CH2:29][CH2:28]1. The catalyst is C1COCC1. The product is [Br:1][C:2]1[CH:10]=[C:9]2[C:5]([C:6]([CH2:11][CH3:12])=[CH:7][N:8]2[S:23]([C:20]2[CH:21]=[CH:22][C:17]([O:16][CH3:15])=[C:18]([N:27]3[CH2:28][CH2:29][N:30]([C:33](=[O:38])[C:34]([Cl:37])([Cl:35])[Cl:36])[CH2:31][CH2:32]3)[CH:19]=2)(=[O:24])=[O:25])=[CH:4][CH:3]=1. The yield is 0.550. (3) The reactants are Cl.[NH2:2][C:3]1[C:4]([CH3:12])=[C:5]([CH:9]=[CH:10][CH:11]=1)[C:6]([OH:8])=[O:7].[C:13]([N:20]1[CH2:27][CH2:26][CH2:25][C@H:21]1[C:22](O)=[O:23])([O:15][C:16]([CH3:19])([CH3:18])[CH3:17])=[O:14]. The catalyst is ClCCl. The product is [C:16]([O:15][C:13]([N:20]1[CH2:27][CH2:26][CH2:25][C@H:21]1[C:22]([NH:2][C:3]1[C:4]([CH3:12])=[C:5]([CH:9]=[CH:10][CH:11]=1)[C:6]([OH:8])=[O:7])=[O:23])=[O:14])([CH3:19])([CH3:18])[CH3:17]. The yield is 0.450. (4) The reactants are Cl[C:2]1[N:7]=[C:6]2[S:8][C:9]([NH:11][C:12]3[CH:17]=[C:16]([CH2:18][C:19]4[CH:24]=[CH:23][CH:22]=[CH:21][CH:20]=4)[N:15]=[C:14]([NH:25][C@H:26]4[CH2:31][CH2:30][C@H:29]([OH:32])[CH2:28][CH2:27]4)[N:13]=3)=[N:10][C:5]2=[CH:4][CH:3]=1.[O:33]1[CH2:37][CH2:36][NH:35][C:34]1=[O:38].C(=O)([O-])[O-].[Cs+].[Cs+].CNCCNC. The catalyst is CN(C)C=O.[Cu]I. The product is [OH:32][C@H:29]1[CH2:30][CH2:31][C@H:26]([NH:25][C:14]2[N:13]=[C:12]([NH:11][C:9]3[S:8][C:6]4[C:5]([N:10]=3)=[CH:4][CH:3]=[C:2]([N:35]3[CH2:36][CH2:37][O:33][C:34]3=[O:38])[N:7]=4)[CH:17]=[C:16]([CH2:18][C:19]3[CH:24]=[CH:23][CH:22]=[CH:21][CH:20]=3)[N:15]=2)[CH2:27][CH2:28]1. The yield is 0.0380. (5) The reactants are [Cl:1]/[C:2](/[C:26]([F:29])([F:28])[F:27])=[CH:3]\[CH:4]1[CH:6]([C:7](=[O:23])/[CH:8]=[CH:9]/[C:10]2[CH:15]=[CH:14][CH:13]=[C:12]([O:16][C:17]3[CH:22]=[CH:21][CH:20]=[CH:19][CH:18]=3)[CH:11]=2)[C:5]1([CH3:25])[CH3:24].[Si]([C:34]#[N:35])(C)(C)C.C([O-])([O-])=O.[Cs+].[Cs+].O. The catalyst is O1CCOCC1. The product is [Cl:1]/[C:2](/[C:26]([F:27])([F:28])[F:29])=[CH:3]\[CH:4]1[CH:6]([C:7](=[O:23])[CH2:8][CH:9]([C:10]2[CH:15]=[CH:14][CH:13]=[C:12]([O:16][C:17]3[CH:22]=[CH:21][CH:20]=[CH:19][CH:18]=3)[CH:11]=2)[C:34]#[N:35])[C:5]1([CH3:25])[CH3:24]. The yield is 0.630. (6) The reactants are Cl[C:2]1[CH:7]=[C:6]([C:8]2[CH:9]=[C:10]([CH:12]=[CH:13][C:14]=2[CH3:15])[NH2:11])[CH:5]=[C:4]([N:16]2[CH2:21][CH2:20][O:19][CH2:18][CH2:17]2)[N:3]=1.[O:22]1[CH2:27][CH:26]=[C:25](B2OC(C)(C)C(C)(C)O2)[CH2:24][CH2:23]1. The catalyst is COCCOC.C(=O)([O-])[O-].[Na+].[Na+].C1C=CC(P(C2C=CC=CC=2)[C-]2C=CC=C2)=CC=1.C1C=CC(P(C2C=CC=CC=2)[C-]2C=CC=C2)=CC=1.Cl[Pd]Cl.[Fe+2].C(Cl)Cl. The product is [O:22]1[CH2:23][CH:24]=[C:25]([C:2]2[CH:7]=[C:6]([C:8]3[CH:9]=[C:10]([CH:12]=[CH:13][C:14]=3[CH3:15])[NH2:11])[CH:5]=[C:4]([N:16]3[CH2:21][CH2:20][O:19][CH2:18][CH2:17]3)[N:3]=2)[CH2:26][CH2:27]1. The yield is 0.690.